Dataset: Full USPTO retrosynthesis dataset with 1.9M reactions from patents (1976-2016). Task: Predict the reactants needed to synthesize the given product. (1) Given the product [Cl:20][C:21]1[CH:26]=[C:25]([S:27](=[O:30])(=[O:29])[NH2:28])[CH:24]=[CH:23][C:22]=1[NH:31][C:32](=[O:35])[CH2:33][S:19][C:14]1[N:13]([C:5]2[C:6]3[C:11](=[CH:10][CH:9]=[C:8]([CH3:12])[CH:7]=3)[C:2]([CH3:1])=[CH:3][CH:4]=2)[C:17]([CH3:18])=[N:16][N:15]=1, predict the reactants needed to synthesize it. The reactants are: [CH3:1][C:2]1[C:11]2[C:6](=[CH:7][C:8]([CH3:12])=[CH:9][CH:10]=2)[C:5]([N:13]2[C:17]([CH3:18])=[N:16][N:15]=[C:14]2[SH:19])=[CH:4][CH:3]=1.[Cl:20][C:21]1[CH:26]=[C:25]([S:27](=[O:30])(=[O:29])[NH2:28])[CH:24]=[CH:23][C:22]=1[NH:31][C:32](=[O:35])[CH2:33]Cl.C(=O)([O-])[O-].[K+].[K+].O. (2) Given the product [F:24][C:23]([F:26])([F:25])[O:22][C:18]1[CH:17]=[C:16]([CH2:15][C:14]([NH:13][C:11]2[S:12][C:8]([CH2:7][CH2:6][CH2:5][CH2:4][N:1]3[CH:43]=[C:42]([C:41]([O:45][CH2:46][CH3:47])=[O:44])[N:3]=[N:2]3)=[N:9][N:10]=2)=[O:27])[CH:21]=[CH:20][CH:19]=1, predict the reactants needed to synthesize it. The reactants are: [N:1]([CH2:4][CH2:5][CH2:6][CH2:7][C:8]1[S:12][C:11]([NH:13][C:14](=[O:27])[CH2:15][C:16]2[CH:21]=[CH:20][CH:19]=[C:18]([O:22][C:23]([F:26])([F:25])[F:24])[CH:17]=2)=[N:10][N:9]=1)=[N+:2]=[N-:3].CCN(C(C)C)C(C)C.CC(O)=O.[C:41]([O:45][CH2:46][CH3:47])(=[O:44])[C:42]#[CH:43]. (3) Given the product [NH2:1][C@H:2]([CH2:8][C:9]1[CH:14]=[C:13]([C:30]#[C:29][Si:26]([CH3:28])([CH3:27])[CH3:25])[C:12]([NH2:16])=[C:11]([Cl:17])[CH:10]=1)[C:3]([O:5][CH2:6][CH3:7])=[O:4], predict the reactants needed to synthesize it. The reactants are: [NH2:1][C@H:2]([CH2:8][C:9]1[CH:14]=[C:13](I)[C:12]([NH2:16])=[C:11]([Cl:17])[CH:10]=1)[C:3]([O:5][CH2:6][CH3:7])=[O:4].C(N(CC)CC)C.[CH3:25][Si:26]([C:29]#[CH:30])([CH3:28])[CH3:27]. (4) Given the product [CH:11]([Si:4]([CH:5]([CH3:6])[CH3:7])([CH:8]([CH3:10])[CH3:9])[CH2:1][CH:2]=[CH:3][CH2:15][C:14]([OH:19])=[O:18])([CH3:13])[CH3:12], predict the reactants needed to synthesize it. The reactants are: [CH2:1]([Si:4]([CH:11]([CH3:13])[CH3:12])([CH:8]([CH3:10])[CH3:9])[CH:5]([CH3:7])[CH3:6])[CH:2]=[CH2:3].[C:14]([OH:19])(=[O:18])[CH2:15]C=C. (5) Given the product [CH3:10][N:11]1[CH2:16][CH2:15][N:14]([C:2]2[C:3](=[O:9])[NH:4][C:5](=[O:8])[NH:6][CH:7]=2)[CH2:13][CH2:12]1, predict the reactants needed to synthesize it. The reactants are: Br[C:2]1[C:3](=[O:9])[NH:4][C:5](=[O:8])[NH:6][CH:7]=1.[CH3:10][N:11]1[CH2:16][CH2:15][NH:14][CH2:13][CH2:12]1. (6) Given the product [ClH:52].[C:28]1([C:12]2[C:13]([N:15]3[CH2:16][CH2:17][NH:18][CH2:19][CH2:20]3)=[C:14]3[C:6](/[CH:5]=[CH:4]/[C:3]([O:2][CH3:1])=[O:43])=[N:7][NH:8][C:9]3=[N:10][CH:11]=2)[CH:33]=[CH:32][CH:31]=[CH:30][CH:29]=1, predict the reactants needed to synthesize it. The reactants are: [CH3:1][O:2][C:3](=[O:43])/[CH:4]=[CH:5]/[C:6]1[C:14]2[C:9](=[N:10][CH:11]=[C:12]([C:28]3[CH:33]=[CH:32][CH:31]=[CH:30][CH:29]=3)[C:13]=2[N:15]2[CH2:20][CH2:19][N:18](C(OC(C)(C)C)=O)[CH2:17][CH2:16]2)[N:8](CC2C=CC(OC)=CC=2)[N:7]=1.C(O)(C(F)(F)F)=O.C(Cl)[Cl:52].